From a dataset of Forward reaction prediction with 1.9M reactions from USPTO patents (1976-2016). Predict the product of the given reaction. (1) Given the reactants [CH3:1][CH:2]([CH2:4][N:5]([S:29]([C:32]1[CH:33]=[CH:34][C:35]([NH2:38])=[CH:36][CH:37]=1)(=[O:31])=[O:30])[CH2:6][C@@H:7]([OH:28])[C@@H:8]([NH:16][C:17]([O:19][C@@H:20]1[C@@H:24]2[CH2:25][CH2:26][O:27][C@@H:23]2[O:22][CH2:21]1)=[O:18])[CH2:9][C:10]1[CH:11]=[CH:12][CH:13]=[CH:14][CH:15]=1)[CH3:3].CCN(C(C)C)C(C)C.[C:48](Cl)(=[O:70])[CH2:49][CH2:50]/[CH:51]=[CH:52]\[CH2:53]/[CH:54]=[CH:55]\[CH2:56]/[CH:57]=[CH:58]\[CH2:59]/[CH:60]=[CH:61]\[CH2:62]/[CH:63]=[CH:64]\[CH2:65]/[CH:66]=[CH:67]\[CH2:68][CH3:69], predict the reaction product. The product is: [C:48]([NH:38][C:35]1[CH:36]=[CH:37][C:32]([S:29]([N:5]([CH2:6][C@@H:7]([OH:28])[C@@H:8]([NH:16][C:17](=[O:18])[O:19][C@@H:20]2[C@H:24]3[C@H:23]([O:27][CH2:26][CH2:25]3)[O:22][CH2:21]2)[CH2:9][C:10]2[CH:15]=[CH:14][CH:13]=[CH:12][CH:11]=2)[CH2:4][CH:2]([CH3:1])[CH3:3])(=[O:31])=[O:30])=[CH:33][CH:34]=1)(=[O:70])[CH2:49][CH2:50]/[CH:51]=[CH:52]\[CH2:53]/[CH:54]=[CH:55]\[CH2:56]/[CH:57]=[CH:58]\[CH2:59]/[CH:60]=[CH:61]\[CH2:62]/[CH:63]=[CH:64]\[CH2:65]/[CH:66]=[CH:67]\[CH2:68][CH3:69]. (2) Given the reactants [NH2:1][C:2]1[C:6]([C:7]([NH2:9])=[O:8])=[CH:5][N:4]([C:10]2[CH:15]=[CH:14][CH:13]=[CH:12][CH:11]=2)[N:3]=1.Br[C:17]1[CH:30]=[CH:29][C:20]([C:21]([N:23]2[CH2:28][CH2:27][O:26][CH2:25][CH2:24]2)=[O:22])=[CH:19][CH:18]=1, predict the reaction product. The product is: [N:23]1([C:21]([C:20]2[CH:19]=[CH:18][C:17]([NH:1][C:2]3[C:6]([C:7]([NH2:9])=[O:8])=[CH:5][N:4]([C:10]4[CH:11]=[CH:12][CH:13]=[CH:14][CH:15]=4)[N:3]=3)=[CH:30][CH:29]=2)=[O:22])[CH2:28][CH2:27][O:26][CH2:25][CH2:24]1. (3) Given the reactants OC[CH2:3][N:4]1[CH2:9][CH2:8][CH2:7][CH:6]([N:10]2[C:21]3=[C:22]4[C:17](=[CH:18][CH:19]=[CH:20]3)[CH:16]=[N:15][CH:14]=[C:13]4[CH2:12][CH2:11]2)[CH2:5]1.[C:23](=O)([O-:34])[O:24]C1C=CC([N+]([O-])=O)=CC=1.[CH:36]1([NH2:41])[CH2:40][CH2:39][CH2:38][CH2:37]1.Cl[CH2:43]Cl, predict the reaction product. The product is: [N:10]1([CH:6]2[CH2:7][CH2:8][CH2:9][N:4]([CH2:3][CH2:43][N:41]([CH:36]3[CH2:40][CH2:39][CH2:38][CH2:37]3)[C:23](=[O:24])[OH:34])[CH2:5]2)[C:21]2=[C:22]3[C:17](=[CH:18][CH:19]=[CH:20]2)[CH:16]=[N:15][CH:14]=[C:13]3[CH2:12][CH2:11]1. (4) Given the reactants [NH2:1][C:2]1[CH:3]=[C:4]2[C:12](=[CH:13][CH:14]=1)[C:11]1[S:10][C:9]([C:15]#[N:16])=[N:8][C:7]=1[CH:6]=[CH:5]2.N[C@@H:18]([C:21]([OH:23])=[O:22])[CH2:19][SH:20].C([O-])([O-])=O.[K+].[K+], predict the reaction product. The product is: [NH2:1][C:2]1[CH:3]=[C:4]2[C:12](=[CH:13][CH:14]=1)[C:11]1[S:10][C:9]([C:15]3[S:20][CH2:19][CH:18]([C:21]([OH:23])=[O:22])[N:16]=3)=[N:8][C:7]=1[CH:6]=[CH:5]2. (5) Given the reactants [CH3:1][C:2]1([CH3:14])[O:6][C@@H:5]([C@H:7]([C:9]2[S:10][CH:11]=[CH:12][CH:13]=2)O)[CH2:4][O:3]1.CC1(C)O[C@@H]([C@@H](C2SC=CC=2)O)CO1.[C-]#[C-].[Na+].[Na+].C1(C)C=CC(S(Cl)(=O)=O)=CC=1.[NH:44]1[C:52]2[C:47](=[CH:48][CH:49]=[CH:50][CH:51]=2)[CH2:46][CH2:45]1.N1C(C)=CC=CC=1C.ClC1C(=O)C(C#N)=C(C#N)C(=O)C=1Cl, predict the reaction product. The product is: [CH3:1][C:2]1([CH3:14])[O:6][C@@H:5]([C@@H:7]([C:9]2[S:10][CH:11]=[CH:12][CH:13]=2)[N:44]2[C:52]3[C:47](=[CH:48][CH:49]=[CH:50][CH:51]=3)[CH:46]=[CH:45]2)[CH2:4][O:3]1. (6) Given the reactants [CH3:1][O:2][C:3]1[CH:4]=[C:5]([CH2:11][CH2:12][C:13]#[N:14])[CH:6]=[CH:7][C:8]=1[O:9][CH3:10].C1C(=O)N([Br:22])C(=O)C1.O, predict the reaction product. The product is: [Br:22][C:6]1[CH:7]=[C:8]([O:9][CH3:10])[C:3]([O:2][CH3:1])=[CH:4][C:5]=1[CH2:11][CH2:12][C:13]#[N:14]. (7) Given the reactants [Cl:1][C:2]1[CH:7]=[CH:6][C:5]([CH:8]([C:38]2[CH:43]=[CH:42][C:41]([Cl:44])=[CH:40][CH:39]=2)[N:9]2[CH2:12][C:11](=[C:13]([S:34]([CH3:37])(=[O:36])=[O:35])[C:14]3[CH:19]=[CH:18][CH:17]=[C:16]([C:20](OC4C(F)=C(F)C(F)=C(F)C=4F)=[O:21])[CH:15]=3)[CH2:10]2)=[CH:4][CH:3]=1.[NH2:45][N:46]1[CH2:51][CH2:50][CH2:49][CH2:48][CH2:47]1, predict the reaction product. The product is: [Cl:44][C:41]1[CH:42]=[CH:43][C:38]([CH:8]([C:5]2[CH:4]=[CH:3][C:2]([Cl:1])=[CH:7][CH:6]=2)[N:9]2[CH2:12][C:11](=[C:13]([S:34]([CH3:37])(=[O:35])=[O:36])[C:14]3[CH:19]=[CH:18][CH:17]=[C:16]([C:20](=[O:21])[NH:45][N:46]4[CH2:51][CH2:50][CH2:49][CH2:48][CH2:47]4)[CH:15]=3)[CH2:10]2)=[CH:39][CH:40]=1. (8) Given the reactants C([BH-](CC)CC)C.[Li+].[Br:9][C:10]1[CH:15]=[CH:14][C:13]([CH:16]([CH:35]2[CH2:37][CH2:36]2)[N:17]2[CH2:22][CH2:21][C:20]([CH2:29][C:30]3([CH3:33])[CH2:32][O:31]3)([C:23]3[CH:28]=[CH:27][CH:26]=[CH:25][CH:24]=3)[O:19][C:18]2=[O:34])=[CH:12][CH:11]=1, predict the reaction product. The product is: [Br:9][C:10]1[CH:15]=[CH:14][C:13]([CH:16]([CH:35]2[CH2:37][CH2:36]2)[N:17]2[CH2:22][CH2:21][C:20]([CH2:29][C:30]([OH:31])([CH3:33])[CH3:32])([C:23]3[CH:28]=[CH:27][CH:26]=[CH:25][CH:24]=3)[O:19][C:18]2=[O:34])=[CH:12][CH:11]=1.